This data is from Full USPTO retrosynthesis dataset with 1.9M reactions from patents (1976-2016). The task is: Predict the reactants needed to synthesize the given product. (1) Given the product [CH:33]([O:32][P:30]([C:27]1[CH:28]=[CH:29][C:24]([O:23][C:5]2[CH:6]=[C:7]([C:8](=[O:10])[NH:40][C:41]3[S:42][CH:43]=[CH:44][N:45]=3)[CH:11]=[C:12]([S:13][C:14]3[N:15]([CH3:19])[CH:16]=[CH:17][N:18]=3)[CH:4]=2)=[CH:25][CH:26]=1)(=[O:31])[O:36][CH:37]([CH3:39])[CH3:38])([CH3:35])[CH3:34], predict the reactants needed to synthesize it. The reactants are: C([C:4]1[C:12]([S:13][C:14]2[N:15]([CH3:19])[CH:16]=[CH:17][N:18]=2)=[CH:11][C:7]([C:8]([OH:10])=O)=[C:6](C(C)C)[C:5]=1[O:23][C:24]1[CH:29]=[CH:28][C:27]([P:30]([O:36][CH:37]([CH3:39])[CH3:38])([O:32][CH:33]([CH3:35])[CH3:34])=[O:31])=[CH:26][CH:25]=1)(C)C.[NH2:40][C:41]1[S:42][CH:43]=[CH:44][N:45]=1.CN(C(ON1N=NC2C=CC=NC1=2)=[N+](C)C)C.F[P-](F)(F)(F)(F)F.CC(N(C)C)=O. (2) The reactants are: [NH2:1][C:2]1[N:7]=[CH:6][N:5]=[C:4]2[N:8]([CH2:19][C:20]3[O:21][C:22]4[C:27]([C:28](=[O:37])[C:29]=3[C:30]3[CH:35]=[CH:34][CH:33]=[C:32]([F:36])[CH:31]=3)=[CH:26][CH:25]=[CH:24][CH:23]=4)[N:9]=[C:10]([C:11]3[CH:16]=[CH:15][CH:14]=[C:13]([O:17]C)[CH:12]=3)[C:3]=12. Given the product [NH2:1][C:2]1[N:7]=[CH:6][N:5]=[C:4]2[N:8]([CH2:19][C:20]3[O:21][C:22]4[C:27]([C:28](=[O:37])[C:29]=3[C:30]3[CH:35]=[CH:34][CH:33]=[C:32]([F:36])[CH:31]=3)=[CH:26][CH:25]=[CH:24][CH:23]=4)[N:9]=[C:10]([C:11]3[CH:16]=[CH:15][CH:14]=[C:13]([OH:17])[CH:12]=3)[C:3]=12, predict the reactants needed to synthesize it. (3) Given the product [C:57]([C:52]1[CH:53]=[C:54]2[C:49](=[C:50]([F:61])[CH:51]=1)[C:48](=[O:62])[N:47]([C:33]1[CH:34]=[CH:35][CH:36]=[C:37]([C:2]3[CH:3]=[C:4]([NH:10][C:11]4[CH:16]=[CH:15][C:14]([C:17]([N:19]5[CH2:24][CH2:23][C:22]([OH:26])([CH3:25])[CH2:21][CH2:20]5)=[O:18])=[CH:13][N:12]=4)[C:5](=[O:9])[N:6]([CH3:8])[N:7]=3)[C:32]=1[CH2:31][O:30][C:27](=[O:29])[CH3:28])[N:56]=[CH:55]2)([CH3:58])([CH3:59])[CH3:60], predict the reactants needed to synthesize it. The reactants are: Cl[C:2]1[CH:3]=[C:4]([NH:10][C:11]2[CH:16]=[CH:15][C:14]([C:17]([N:19]3[CH2:24][CH2:23][C:22]([OH:26])([CH3:25])[CH2:21][CH2:20]3)=[O:18])=[CH:13][N:12]=2)[C:5](=[O:9])[N:6]([CH3:8])[N:7]=1.[C:27]([O:30][CH2:31][C:32]1[C:37](B2OC(C)(C)C(C)(C)O2)=[CH:36][CH:35]=[CH:34][C:33]=1[N:47]1[N:56]=[CH:55][C:54]2[C:49](=[C:50]([F:61])[CH:51]=[C:52]([C:57]([CH3:60])([CH3:59])[CH3:58])[CH:53]=2)[C:48]1=[O:62])(=[O:29])[CH3:28].C([O-])([O-])=O.[Cs+].[Cs+].[O-]S([O-])(=O)=O.[Na+].[Na+]. (4) Given the product [NH2:18][CH:2]1[CH2:9][CH2:8][CH2:7][CH:6]([C:10]#[N:11])[CH2:5][CH2:4][CH2:3]1, predict the reactants needed to synthesize it. The reactants are: O=[C:2]1[CH2:9][CH2:8][CH2:7][CH:6]([C:10]#[N:11])[CH2:5][CH2:4][CH2:3]1.C([O-])(=O)C.[NH4+].C([BH3-])#[N:18].[Na+]. (5) Given the product [CH3:1][O:2][C:3]([C:5]1[CH:6]=[CH:7][C:8]2[CH:13]([NH2:14])[CH2:12][S:11](=[O:17])(=[O:16])[N:10]([CH3:18])[C:9]=2[CH:19]=1)=[O:4], predict the reactants needed to synthesize it. The reactants are: [CH3:1][O:2][C:3]([C:5]1[CH:6]=[CH:7][C:8]2[C:13](=[N:14]O)[CH2:12][S:11](=[O:17])(=[O:16])[N:10]([CH3:18])[C:9]=2[CH:19]=1)=[O:4]. (6) Given the product [CH2:48]([N:44]([CH2:42][CH3:43])[C:45]1[CH:46]=[CH:10][C:11]([C:6]([NH:24][C:25]2[CH:26]=[CH:27][C:28]([O:31][C:32](=[O:41])[N:33]([CH3:40])[C:34]3[CH:39]=[CH:38][CH:37]=[CH:36][CH:35]=3)=[N:29][CH:30]=2)=[O:1])=[CH:13][CH:47]=1)[CH3:50], predict the reactants needed to synthesize it. The reactants are: [OH2:1].[OH:1]N1[C:6]2[CH:11]=[CH:10][CH:10]=[CH:11][C:6]=2N=N1.Cl.[CH3:13]N(C)CCCN=C=NCC.[NH2:24][C:25]1[CH:26]=[CH:27][C:28]([O:31][C:32](=[O:41])[N:33]([CH3:40])[C:34]2[CH:39]=[CH:38][CH:37]=[CH:36][CH:35]=2)=[N:29][CH:30]=1.[CH2:42]([N:44]([CH:48]([CH3:50])C)[CH:45]([CH3:47])[CH3:46])[CH3:43]. (7) Given the product [C:29]([O:28][C:26]([NH:25][C@@H:17]1[CH2:16][C:24]2[C:36](=[CH:20][CH:21]=[CH:22][CH:23]=2)[C@H:37]1[C:38]([CH2:48][CH2:49][O:50][CH2:51][CH3:47])([C:39]([O:41][CH3:42])=[O:40])[C:43]([O:45][CH3:46])=[O:44])=[O:27])([CH3:32])([CH3:31])[CH3:30], predict the reactants needed to synthesize it. The reactants are: C[Si]([N-][Si](C)(C)C)(C)C.[Na+].CS(O[C@H:16]1[CH2:24][C:23]2C(=C[CH:20]=[CH:21][CH:22]=2)[C@@H:17]1[NH:25][C:26]([O:28][C:29]([CH3:32])([CH3:31])[CH3:30])=[O:27])(=O)=O.C(O[CH2:36][CH2:37][CH:38]([C:43]([O:45][CH3:46])=[O:44])[C:39]([O:41][CH3:42])=[O:40])C.[CH2:47]1[CH2:51][O:50][CH2:49][CH2:48]1.